From a dataset of Catalyst prediction with 721,799 reactions and 888 catalyst types from USPTO. Predict which catalyst facilitates the given reaction. (1) Reactant: C(N(CC)CC)C.[NH2:8][CH2:9][C@H:10]([OH:13])[CH2:11][OH:12].[Cl:14][CH2:15][C:16](Cl)=[O:17]. Product: [Cl:14][CH2:15][C:16]([NH:8][CH2:9][C@H:10]([OH:13])[CH2:11][OH:12])=[O:17]. The catalyst class is: 881. (2) Reactant: [Si]([O:8][NH:9][C:10]([C:12]1[CH:17]=[CH:16][CH:15]=[CH:14][C:13]=1[C:18]1[CH:23]=[CH:22][C:21]([CH2:24][N:25]2[C:33]3[C:28](=[CH:29][C:30]([C:34]([NH:36][C@H:37]([C:39]4[CH:44]=[CH:43][CH:42]=[C:41]([CH:45]([CH3:47])[CH3:46])[CH:40]=4)[CH3:38])=[O:35])=[CH:31][CH:32]=3)[C:27]([CH3:48])=[C:26]2[CH3:49])=[CH:20][CH:19]=1)=[O:11])(C(C)(C)C)(C)C. Product: [OH:8][NH:9][C:10]([C:12]1[CH:17]=[CH:16][CH:15]=[CH:14][C:13]=1[C:18]1[CH:19]=[CH:20][C:21]([CH2:24][N:25]2[C:33]3[C:28](=[CH:29][C:30]([C:34]([NH:36][C@H:37]([C:39]4[CH:44]=[CH:43][CH:42]=[C:41]([CH:45]([CH3:46])[CH3:47])[CH:40]=4)[CH3:38])=[O:35])=[CH:31][CH:32]=3)[C:27]([CH3:48])=[C:26]2[CH3:49])=[CH:22][CH:23]=1)=[O:11]. The catalyst class is: 157. (3) Reactant: [NH:1]1[CH2:6][CH2:5][CH:4]([CH2:7][OH:8])[CH2:3][CH2:2]1.[CH2:9]([C:16]1N=[N:18][C:19](Cl)=[C:20]([CH3:23])[C:21]=1[CH3:22])[C:10]1[CH:15]=[CH:14][CH:13]=[CH:12][CH:11]=1.[CH3:25]N1C(=O)CCC1. Product: [CH2:9]([C:16]1[C:21]([CH3:22])=[C:20]([CH3:23])[C:19]([N:1]2[CH2:6][CH2:5][CH:4]([CH2:7][OH:8])[CH2:3][CH2:2]2)=[N:18][CH:25]=1)[C:10]1[CH:15]=[CH:14][CH:13]=[CH:12][CH:11]=1. The catalyst class is: 2. (4) Reactant: [C:1]([C:4]1[CH:9]=[CH:8][CH:7]=[CH:6][C:5]=1[NH:10][C:11]([C:13]1[CH:18]=[CH:17][N:16]=[N:15][CH:14]=1)=O)(=[O:3])[NH2:2].C[O-].[Na+]. Product: [N:16]1[CH:17]=[CH:18][C:13]([C:11]2[NH:2][C:1](=[O:3])[C:4]3[C:5](=[CH:6][CH:7]=[CH:8][CH:9]=3)[N:10]=2)=[CH:14][N:15]=1. The catalyst class is: 11. (5) Reactant: O.C1(C)C=CC(S(O)(=O)=O)=CC=1.[NH2:13][C@H:14]([C:16]([OH:18])=[O:17])[CH3:15].[CH:19]1(O)[CH2:26][CH2:25][CH2:24][CH2:23][CH2:22][CH2:21][CH2:20]1. Product: [NH2:13][C@@H:14]([CH3:15])[C:16]([O:18][CH:19]1[CH2:26][CH2:25][CH2:24][CH2:23][CH2:22][CH2:21][CH2:20]1)=[O:17]. The catalyst class is: 11. (6) The catalyst class is: 18. Reactant: C[O:2][C:3]([C:5]1[CH:10]=[N:9][C:8](Cl)=[C:7](Br)[N:6]=1)=[O:4].C([O-])([O-])=O.[Cs+].[Cs+].[CH2:19]([OH:22])[CH2:20][CH3:21].[NH:23]1[CH2:27][CH2:26][CH2:25][CH2:24]1.[OH-].[K+]. Product: [CH2:19]([O:22][C:7]1[N:6]=[C:5]([C:3]([OH:2])=[O:4])[CH:10]=[N:9][C:8]=1[N:23]1[CH2:27][CH2:26][CH2:25][CH2:24]1)[CH2:20][CH3:21]. (7) Reactant: [F:1][C:2]1[C:3](Cl)=C[C:5]([Cl:8])=[N:6][CH:7]=1.[NH2:10][CH2:11][C@H:12]1[CH2:17][CH2:16][C@H:15]([NH:18][C:19](=[O:25])[O:20][C:21]([CH3:24])([CH3:23])[CH3:22])[CH2:14][CH2:13]1.CC[N:28](C(C)C)C(C)C. Product: [C:21]([O:20][C:19](=[O:25])[NH:18][CH:15]1[CH2:14][CH2:13][CH:12]([CH2:11][NH:10][C:3]2[C:2]([F:1])=[CH:7][N:6]=[C:5]([Cl:8])[N:28]=2)[CH2:17][CH2:16]1)([CH3:22])([CH3:24])[CH3:23]. The catalyst class is: 14.